From a dataset of Merck oncology drug combination screen with 23,052 pairs across 39 cell lines. Regression. Given two drug SMILES strings and cell line genomic features, predict the synergy score measuring deviation from expected non-interaction effect. (1) Synergy scores: synergy=-3.58. Cell line: HT144. Drug 2: CC1(c2nc3c(C(N)=O)cccc3[nH]2)CCCN1. Drug 1: CN1C(=O)C=CC2(C)C3CCC4(C)C(NC(=O)OCC(F)(F)F)CCC4C3CCC12. (2) Drug 1: Cn1c(=O)n(-c2ccc(C(C)(C)C#N)cc2)c2c3cc(-c4cnc5ccccc5c4)ccc3ncc21. Drug 2: NC1CCCCC1N.O=C(O)C(=O)O.[Pt+2]. Cell line: SKMES1. Synergy scores: synergy=15.9. (3) Drug 1: N.N.O=C(O)C1(C(=O)O)CCC1.[Pt]. Drug 2: Cc1nc(Nc2ncc(C(=O)Nc3c(C)cccc3Cl)s2)cc(N2CCN(CCO)CC2)n1. Cell line: ZR751. Synergy scores: synergy=2.67. (4) Drug 1: CC(C)CC(NC(=O)C(Cc1ccccc1)NC(=O)c1cnccn1)B(O)O. Drug 2: CCc1c2c(nc3ccc(O)cc13)-c1cc3c(c(=O)n1C2)COC(=O)C3(O)CC. Cell line: MSTO. Synergy scores: synergy=64.8.